From a dataset of Forward reaction prediction with 1.9M reactions from USPTO patents (1976-2016). Predict the product of the given reaction. (1) Given the reactants [Cl:1][C:2]1[CH:7]=[CH:6][C:5]([C:8]2[CH:9]=[CH:10][C:11]([C:14]#[C:15][C:16]3[CH:29]=[CH:28][C:19]([O:20][CH2:21][CH2:22][NH:23][CH2:24][CH:25]4[CH2:27][CH2:26]4)=[CH:18][CH:17]=3)=[N:12][CH:13]=2)=[CH:4][CH:3]=1.[C:30]1(=O)[CH2:34][CH2:33][CH2:32][CH2:31]1.C(O[BH-](OC(=O)C)OC(=O)C)(=O)C.[Na+].C(=O)([O-])[O-].[K+].[K+], predict the reaction product. The product is: [Cl:1][C:2]1[CH:3]=[CH:4][C:5]([C:8]2[CH:9]=[CH:10][C:11]([C:14]#[C:15][C:16]3[CH:17]=[CH:18][C:19]([O:20][CH2:21][CH2:22][N:23]([CH:30]4[CH2:34][CH2:33][CH2:32][CH2:31]4)[CH2:24][CH:25]4[CH2:27][CH2:26]4)=[CH:28][CH:29]=3)=[N:12][CH:13]=2)=[CH:6][CH:7]=1. (2) Given the reactants CC1C=C(N2CC[N:9]([CH2:12][CH2:13][O:14][C:15]3[CH:20]=CC=[CH:17][CH:16]=3)C2=O)SC=1C(O)=O.[F:25][C:26]1[CH:47]=[CH:46][C:29]([CH2:30][N:31]2[CH2:35][CH2:34][N:33]([C:36]3[S:40][C:39]([C:41](O)=[O:42])=[C:38]([CH3:44])[CH:37]=3)[C:32]2=[O:45])=[CH:28][CH:27]=1.CC1OC(CN)=CC=1, predict the reaction product. The product is: [F:25][C:26]1[CH:47]=[CH:46][C:29]([CH2:30][N:31]2[CH2:35][CH2:34][N:33]([C:36]3[S:40][C:39]([C:41]([NH:9][CH2:12][C:13]4[O:14][C:15]([CH3:20])=[CH:16][CH:17]=4)=[O:42])=[C:38]([CH3:44])[CH:37]=3)[C:32]2=[O:45])=[CH:28][CH:27]=1. (3) The product is: [Br:29][C:30]([CH3:35])([CH3:34])[C:31]([C:19]1[CH:20]=[CH:21][C:16]([O:15][C:12]2[CH:13]=[CH:14][C:9]([C:7](=[O:8])[C:6]([CH3:5])([N:23]3[CH2:24][CH2:25][O:26][CH2:27][CH2:28]3)[CH3:22])=[CH:10][CH:11]=2)=[CH:17][CH:18]=1)=[O:32]. Given the reactants [Al+3].[Cl-].[Cl-].[Cl-].[CH3:5][C:6]([N:23]1[CH2:28][CH2:27][O:26][CH2:25][CH2:24]1)([CH3:22])[C:7]([C:9]1[CH:14]=[CH:13][C:12]([O:15][C:16]2[CH:21]=[CH:20][CH:19]=[CH:18][CH:17]=2)=[CH:11][CH:10]=1)=[O:8].[Br:29][C:30]([CH3:35])([CH3:34])[C:31](Br)=[O:32], predict the reaction product. (4) Given the reactants C(OC([N:8]1[CH2:13][CH2:12][N:11]([C:14]2[C:19]([Cl:20])=[CH:18][C:17]([C:21]([F:24])([F:23])[F:22])=[CH:16][N:15]=2)[CH2:10][CH2:9]1)=O)(C)(C)C.[CH:25]1(B(O)O)[CH2:27][CH2:26]1, predict the reaction product. The product is: [ClH:20].[CH:25]1([C:19]2[C:14]([N:11]3[CH2:10][CH2:9][NH:8][CH2:13][CH2:12]3)=[N:15][CH:16]=[C:17]([C:21]([F:22])([F:23])[F:24])[CH:18]=2)[CH2:27][CH2:26]1.